Dataset: B-cell epitopes from IEDB database with 3,159 antigens for binding position prediction. Task: Token-level Classification. Given an antigen amino acid sequence, predict which amino acid positions are active epitope sites capable of antibody binding. Output is a list of indices for active positions. Given the antigen sequence: MSGSRKFFVGGNWKMNGSRDDNDKLLKLLSEAHFDDNTEVLIAPPSVFLHEIRKSLKKEIHVAAQNCYKVSKGAFTGEISPAMIRDIGCDWVILGHSERRNIFGESDELIAEKVQHALAEGLSVIACIGETLSERESNKTEEVCVRQLKAIANKIKSADEWKRVVVAYEPVWAIGTGKVATPQQAQEVHNFLRKWFKTNAPNGVDEKIRIIYGGSVTAANCKELAQQHDVDGFLVGGASLKPEFTEICKARQR, which amino acid positions are active epitope sites? The epitope positions are: [141, 142, 143, 144, 145, 146, 147, 148, 149, 150, 151, 152, 153]. The amino acids at these positions are: EVCVRQLKAIANK.